Dataset: Forward reaction prediction with 1.9M reactions from USPTO patents (1976-2016). Task: Predict the product of the given reaction. The product is: [CH2:1]([C:5]1[CH:6]=[CH:7][C:8]([C:11]#[C:12][C:13]2[CH:37]=[CH:36][C:16]([CH2:17][N:18]([CH2:30][CH2:31][CH2:32][CH2:33][CH2:34][CH3:35])[C:19]3[CH:20]=[CH:21][C:22]([OH:29])=[C:23]([CH:28]=3)[C:24]([OH:26])=[O:25])=[CH:15][CH:14]=2)=[CH:9][CH:10]=1)[CH2:2][CH2:3][CH3:4]. Given the reactants [CH2:1]([C:5]1[CH:10]=[CH:9][C:8]([C:11]#[C:12][C:13]2[CH:37]=[CH:36][C:16]([CH2:17][N:18]([CH2:30][CH2:31][CH2:32][CH2:33][CH2:34][CH3:35])[C:19]3[CH:20]=[CH:21][C:22]([OH:29])=[C:23]([CH:28]=3)[C:24]([O:26]C)=[O:25])=[CH:15][CH:14]=2)=[CH:7][CH:6]=1)[CH2:2][CH2:3][CH3:4].[OH-].[Na+].Cl, predict the reaction product.